The task is: Predict which catalyst facilitates the given reaction.. This data is from Catalyst prediction with 721,799 reactions and 888 catalyst types from USPTO. (1) Reactant: O.[OH-].[Li+].C([O:6][C:7]([C:9]1[N:10]=[C:11]([CH:14]([NH:16][C:17](=[O:23])[O:18][C:19]([CH3:22])([CH3:21])[CH3:20])[CH3:15])[S:12][CH:13]=1)=[O:8])C. Product: [C:19]([O:18][C:17](=[O:23])[NH:16][CH:14]([C:11]1[S:12][CH:13]=[C:9]([C:7]([OH:8])=[O:6])[N:10]=1)[CH3:15])([CH3:20])([CH3:21])[CH3:22]. The catalyst class is: 20. (2) Reactant: [CH:1]1([NH:4][C:5]2[CH:10]=[C:9]([F:11])[C:8]([F:12])=[CH:7][C:6]=2[NH:13][C:14]([C:16]2[CH:17]=[N:18][CH:19]=[C:20]([C:22]([OH:25])([CH3:24])[CH3:23])[CH:21]=2)=O)[CH2:3][CH2:2]1. Product: [CH:1]1([N:4]2[C:5]3[CH:10]=[C:9]([F:11])[C:8]([F:12])=[CH:7][C:6]=3[N:13]=[C:14]2[C:16]2[CH:21]=[C:20]([C:22]([OH:25])([CH3:24])[CH3:23])[CH:19]=[N:18][CH:17]=2)[CH2:3][CH2:2]1. The catalyst class is: 15. (3) Reactant: [CH3:1][NH:2][CH2:3][CH2:4][N:5]([CH2:11][C:12]1[CH:13]=[C:14]([CH:48]=[CH:49][CH:50]=1)[C:15]([NH:17][C:18]1[S:19][C:20]2[CH2:47][CH2:46][CH2:45][CH2:44][C:21]=2[C:22]=1[C:23]([NH:25][C:26]1[CH:31]=[CH:30][C:29]([CH2:32][CH2:33][C:34]2[CH:43]=[CH:42][C:37]([C:38]([O:40][CH3:41])=[O:39])=[CH:36][CH:35]=2)=[CH:28][CH:27]=1)=[O:24])=[O:16])[CH:6]([CH2:9][CH3:10])[CH2:7][CH3:8].C(N(C(C)C)C(C)C)C.[CH3:60][C:61]1([CH3:68])[CH2:65][C:64](=[O:66])[O:63][C:62]1=[O:67]. Product: [CH3:41][O:40][C:38]([C:37]1[CH:42]=[CH:43][C:34]([CH2:33][CH2:32][C:29]2[CH:28]=[CH:27][C:26]([NH:25][C:23]([C:22]3[C:21]4[CH2:44][CH2:45][CH2:46][CH2:47][C:20]=4[S:19][C:18]=3[NH:17][C:15]([C:14]3[CH:13]=[C:12]([CH:50]=[CH:49][CH:48]=3)[CH2:11][N:5]([CH:6]([CH2:9][CH3:10])[CH2:7][CH3:8])[CH2:4][CH2:3][N:2]([CH3:1])[C:64](=[O:66])[CH2:65][C:61]([CH3:68])([CH3:60])[C:62]([OH:63])=[O:67])=[O:16])=[O:24])=[CH:31][CH:30]=2)=[CH:35][CH:36]=1)=[O:39]. The catalyst class is: 12. (4) Reactant: CC(OI1(OC(C)=O)(OC(C)=O)OC(=O)C2C=CC=CC1=2)=O.[F:23][C:24]1[CH:29]=[CH:28][C:27]([F:30])=[CH:26][C:25]=1[CH:31]1[CH2:40][CH2:39][C:34]2([O:38][CH2:37][CH2:36][O:35]2)[CH2:33][CH:32]1[OH:41]. Product: [F:23][C:24]1[CH:29]=[CH:28][C:27]([F:30])=[CH:26][C:25]=1[CH:31]1[CH2:40][CH2:39][C:34]2([O:35][CH2:36][CH2:37][O:38]2)[CH2:33][C:32]1=[O:41]. The catalyst class is: 2. (5) Reactant: [N+:1]([C:4]1[CH:21]=[CH:20][C:7]([C:8]([C:10]2[CH:17]=[C:16]([O:18][CH3:19])[CH:15]=[CH:14][C:11]=2[CH:12]=O)=[O:9])=[CH:6][CH:5]=1)([O-:3])=[O:2].[Cl-].[CH3:23][O:24][CH2:25][P+](C1C=CC=CC=1)(C1C=CC=CC=1)C1C=CC=CC=1.O.Cl. Product: [CH3:23][O:24][CH:25]=[CH:12][C:11]1[CH:14]=[CH:15][C:16]([O:18][CH3:19])=[CH:17][C:10]=1[C:8](=[O:9])[C:7]1[CH:20]=[CH:21][C:4]([N+:1]([O-:3])=[O:2])=[CH:5][CH:6]=1. The catalyst class is: 11.